Predict the reactants needed to synthesize the given product. From a dataset of Full USPTO retrosynthesis dataset with 1.9M reactions from patents (1976-2016). Given the product [CH2:7]([NH:8][CH:12]([CH:20]1[CH2:19][CH2:15]1)[CH3:21])[C:1]1[CH:6]=[CH:5][CH:4]=[CH:3][CH:2]=1, predict the reactants needed to synthesize it. The reactants are: [C:1]1([CH2:7][NH2:8])[CH:6]=[CH:5][CH:4]=[CH:3][CH:2]=1.N([C@:12]1([C:21](OC)=O)[C:20]2[C:15](=CC=C[CH:19]=2)CC1)=C=O.[BH4-].[Na+].